This data is from Full USPTO retrosynthesis dataset with 1.9M reactions from patents (1976-2016). The task is: Predict the reactants needed to synthesize the given product. (1) Given the product [F:14][C:15]1[CH:38]=[CH:37][C:18]([O:19][C:20]2[C:28]3[N:27]=[C:26]([S:29][CH3:1])[NH:25][C:24]=3[CH:23]=[C:22]([O:30][C:31]3[CH:32]=[N:33][CH:34]=[CH:35][CH:36]=3)[CH:21]=2)=[CH:17][CH:16]=1, predict the reactants needed to synthesize it. The reactants are: [C:1](=O)([O-])[O-].[K+].[K+].CI.CN(C)C=O.[F:14][C:15]1[CH:38]=[CH:37][C:18]([O:19][C:20]2[C:28]3[N:27]=[C:26]([SH:29])[NH:25][C:24]=3[CH:23]=[C:22]([O:30][C:31]3[CH:32]=[N:33][CH:34]=[CH:35][CH:36]=3)[CH:21]=2)=[CH:17][CH:16]=1. (2) Given the product [CH2:1]([N:8]1[CH2:12][CH2:11][C:10]2([C:20]3[C:15](=[CH:16][CH:17]=[CH:18][C:19]=3[CH2:21][NH:22][C:28](=[O:29])[O:27][C:24]([CH3:26])([CH3:25])[CH3:23])[NH:14][CH2:13]2)[CH2:9]1)[C:2]1[CH:7]=[CH:6][CH:5]=[CH:4][CH:3]=1, predict the reactants needed to synthesize it. The reactants are: [CH2:1]([N:8]1[CH2:12][CH2:11][C:10]2([C:20]3[C:15](=[CH:16][CH:17]=[CH:18][C:19]=3[CH2:21][NH2:22])[NH:14][CH2:13]2)[CH2:9]1)[C:2]1[CH:7]=[CH:6][CH:5]=[CH:4][CH:3]=1.[CH3:23][C:24]([O:27][C:28](O[C:28]([O:27][C:24]([CH3:26])([CH3:25])[CH3:23])=[O:29])=[O:29])([CH3:26])[CH3:25].